This data is from Peptide-MHC class I binding affinity with 185,985 pairs from IEDB/IMGT. The task is: Regression. Given a peptide amino acid sequence and an MHC pseudo amino acid sequence, predict their binding affinity value. This is MHC class I binding data. (1) The peptide sequence is LELAFSGVL. The MHC is BoLA-T2b with pseudo-sequence BoLA-T2b. The binding affinity (normalized) is 0.349. (2) The peptide sequence is FLEFEALGFL. The MHC is HLA-A01:01 with pseudo-sequence HLA-A01:01. The binding affinity (normalized) is 0.253. (3) The peptide sequence is LMQGSTLPR. The MHC is HLA-A03:01 with pseudo-sequence HLA-A03:01. The binding affinity (normalized) is 0.261. (4) The peptide sequence is ELPIVTPAL. The MHC is HLA-B15:01 with pseudo-sequence HLA-B15:01. The binding affinity (normalized) is 0.0847. (5) The peptide sequence is GPRGRHVVL. The MHC is HLA-A03:01 with pseudo-sequence HLA-A03:01. The binding affinity (normalized) is 0.0847. (6) The peptide sequence is ASKQNLDSI. The MHC is H-2-Db with pseudo-sequence H-2-Db. The binding affinity (normalized) is 0.514.